This data is from Reaction yield outcomes from USPTO patents with 853,638 reactions. The task is: Predict the reaction yield, written as a fraction of the theoretical maximum amount of product (1.0 means a 100% yield; for example, 0.34 means a 34% yield). (1) The reactants are Br[C:2]1[S:3][CH:4]=[C:5]([CH:7]=[O:8])[N:6]=1.[NH:9]1[CH2:14][CH2:13][O:12][CH2:11][CH2:10]1.CCOC(C)=O.CCCCCC.CCOC(C)=O. The catalyst is O1CCOCC1. The product is [O:12]1[CH2:13][CH2:14][N:9]([C:2]2[S:3][CH:4]=[C:5]([CH:7]=[O:8])[N:6]=2)[CH2:10][CH2:11]1. The yield is 0.750. (2) The reactants are [OH:1][C:2]1[CH:11]=[C:10]2[C:5]([CH:6]=[CH:7][C:8]([S:12]([OH:15])(=[O:14])=[O:13])=[CH:9]2)=[CH:4][CH:3]=1.[OH:16][S:17](O)(=[O:19])=[O:18]. The catalyst is O. The product is [OH:1][C:2]1[C:3]([S:17]([OH:19])(=[O:18])=[O:16])=[CH:4][C:5]2[C:10]([CH:11]=1)=[CH:9][C:8]([S:12]([OH:15])(=[O:13])=[O:14])=[CH:7][CH:6]=2. The yield is 0.680.